This data is from Forward reaction prediction with 1.9M reactions from USPTO patents (1976-2016). The task is: Predict the product of the given reaction. (1) Given the reactants Br[C:2]1[CH:31]=[CH:30][C:5]([CH2:6][C@@H:7]([C:26]([O:28][CH3:29])=[O:27])[NH:8][C:9]([C@H:11]2[CH2:16][CH2:15][C@H:14]([CH2:17][NH:18][C:19]([O:21][C:22]([CH3:25])([CH3:24])[CH3:23])=[O:20])[CH2:13][CH2:12]2)=[O:10])=[CH:4][CH:3]=1.[Cl:32][C:33]1[CH:38]=[C:37]([C:39]([OH:41])=[O:40])[CH:36]=[CH:35][C:34]=1B(O)O.C(=O)([O-])[O-].[Na+].[Na+].O, predict the reaction product. The product is: [C:22]([O:21][C:19]([NH:18][CH2:17][C@H:14]1[CH2:15][CH2:16][C@H:11]([C:9]([NH:8][C@H:7]([C:26]([O:28][CH3:29])=[O:27])[CH2:6][C:5]2[CH:30]=[CH:31][C:2]([C:34]3[CH:35]=[CH:36][C:37]([C:39]([OH:41])=[O:40])=[CH:38][C:33]=3[Cl:32])=[CH:3][CH:4]=2)=[O:10])[CH2:12][CH2:13]1)=[O:20])([CH3:25])([CH3:24])[CH3:23]. (2) Given the reactants [CH2:1]([NH2:15])[CH2:2][CH2:3][CH2:4][CH2:5][CH2:6][CH2:7][CH2:8][CH2:9][CH2:10][CH2:11][CH2:12][CH2:13][CH3:14].[S:16](N)([NH2:19])(=[O:18])=[O:17], predict the reaction product. The product is: [CH2:1]([NH:15][S:16]([NH2:19])(=[O:18])=[O:17])[CH2:2][CH2:3][CH2:4][CH2:5][CH2:6][CH2:7][CH2:8][CH2:9][CH2:10][CH2:11][CH2:12][CH2:13][CH3:14]. (3) The product is: [F:4][C:2]([C:5]1[N:14]=[C:13]2[C:8]([CH:9]=[C:10]([C:19]([OH:21])=[O:20])[C:11]([C:15]([F:17])([F:18])[F:16])=[N:12]2)=[CH:7][C:6]=1[F:24])([F:1])[CH3:3]. Given the reactants [F:1][C:2]([C:5]1[N:14]=[C:13]2[C:8]([CH:9]=[C:10]([C:19]([O:21]CC)=[O:20])[C:11]([C:15]([F:18])([F:17])[F:16])=[N:12]2)=[CH:7][C:6]=1[F:24])([F:4])[CH3:3].N1C2C(=CC=CN=2)C=CC=1C(O)=O, predict the reaction product. (4) Given the reactants O[CH2:2][CH2:3][CH2:4][C:5]1[CH:10]=[CH:9][C:8]([C:11]2[N:12]=[C:13]([NH:26][C:27](=[O:29])[CH3:28])[S:14][C:15]=2[C:16]2[CH:21]=[CH:20][C:19]([S:22]([CH3:25])(=[O:24])=[O:23])=[CH:18][CH:17]=2)=[CH:7][CH:6]=1.C1(P(C2C=CC=CC=2)C2C=CC=CC=2)C=CC=CC=1.C(Br)(Br)(Br)[Br:50], predict the reaction product. The product is: [Br:50][CH2:2][CH2:3][CH2:4][C:5]1[CH:10]=[CH:9][C:8]([C:11]2[N:12]=[C:13]([NH:26][C:27](=[O:29])[CH3:28])[S:14][C:15]=2[C:16]2[CH:21]=[CH:20][C:19]([S:22]([CH3:25])(=[O:24])=[O:23])=[CH:18][CH:17]=2)=[CH:7][CH:6]=1. (5) Given the reactants [CH3:1][N:2]1[C:6]([C:7]2[S:11][C:10](C(O)=O)=[CH:9][CH:8]=2)=[CH:5][C:4]([C:15]([F:18])([F:17])[F:16])=[N:3]1.C1(P(N=[N+]=[N-])(C2C=CC=CC=2)=[O:26])C=CC=CC=1.C([N:38]([CH2:41]C)CC)C.C1(C)C=CC=CC=1.[C:50]([OH:54])([CH3:53])([CH3:52])[CH3:51], predict the reaction product. The product is: [CH3:1][N:2]1[C:6]([C:7]2[S:11][C:10]([NH:38][C:41]([O:54][C:50]([CH3:53])([CH3:52])[CH3:51])=[O:26])=[CH:9][CH:8]=2)=[CH:5][C:4]([C:15]([F:16])([F:17])[F:18])=[N:3]1. (6) Given the reactants N[C@@H]1C2C(=CC=CC=2)C[C@@H]1O.[F:12][C:13]1[CH:18]=[CH:17][C:16]([C:19]2[C:28]([CH:29]([OH:40])[C:30]3[CH:35]=[CH:34][C:33]([C:36]([F:39])([F:38])[F:37])=[CH:32][CH:31]=3)=[C:27]([CH:41]([CH3:43])[CH3:42])[CH:26]=[C:25]3[C:20]=2[C:21](=[O:46])[CH2:22][C:23]([CH3:45])([CH3:44])[O:24]3)=[CH:15][CH:14]=1.CO, predict the reaction product. The product is: [F:12][C:13]1[CH:18]=[CH:17][C:16]([C:19]2[C:28]([C@H:29]([OH:40])[C:30]3[CH:35]=[CH:34][C:33]([C:36]([F:38])([F:39])[F:37])=[CH:32][CH:31]=3)=[C:27]([CH:41]([CH3:42])[CH3:43])[CH:26]=[C:25]3[C:20]=2[C@@H:21]([OH:46])[CH2:22][C:23]([CH3:44])([CH3:45])[O:24]3)=[CH:15][CH:14]=1.